This data is from Full USPTO retrosynthesis dataset with 1.9M reactions from patents (1976-2016). The task is: Predict the reactants needed to synthesize the given product. (1) Given the product [CH2:21]([O:28][C:29](=[O:30])[NH:33][C:32]([C:31](=[O:36])[NH:20][C:10]1[N:11]=[C:12]([C:13]2[CH:18]=[CH:17][C:16]([F:19])=[CH:15][CH:14]=2)[N:8]([CH2:1][C:2]2[CH:7]=[CH:6][CH:5]=[CH:4][CH:3]=2)[N:9]=1)([CH3:34])[CH3:35])[C:22]1[CH:27]=[CH:26][CH:25]=[CH:24][CH:23]=1, predict the reactants needed to synthesize it. The reactants are: [CH2:1]([N:8]1[C:12]([C:13]2[CH:18]=[CH:17][C:16]([F:19])=[CH:15][CH:14]=2)=[N:11][C:10]([NH2:20])=[N:9]1)[C:2]1[CH:7]=[CH:6][CH:5]=[CH:4][CH:3]=1.[CH2:21]([O:28][C:29]1[O:30][C:31](=[O:36])[C:32]([CH3:35])([CH3:34])[N:33]=1)[C:22]1[CH:27]=[CH:26][CH:25]=[CH:24][CH:23]=1. (2) Given the product [F:1][C:2]1[CH:34]=[CH:33][C:5]([CH2:6][O:7][C:8]2[CH:13]=[CH:12][C:11]([CH:14]([C:18]3[CH:23]=[CH:22][C:21]([O:24][CH2:25][C:26]4[CH:31]=[CH:30][C:29]([F:32])=[CH:28][CH:27]=4)=[CH:20][CH:19]=3)[C:15]([NH:54][C:55]3[S:56][S:57][C:58](=[S:60])[N:59]=3)=[O:16])=[CH:10][CH:9]=2)=[CH:4][CH:3]=1, predict the reactants needed to synthesize it. The reactants are: [F:1][C:2]1[CH:34]=[CH:33][C:5]([CH2:6][O:7][C:8]2[CH:13]=[CH:12][C:11]([CH:14]([C:18]3[CH:23]=[CH:22][C:21]([O:24][CH2:25][C:26]4[CH:31]=[CH:30][C:29]([F:32])=[CH:28][CH:27]=4)=[CH:20][CH:19]=3)[C:15](O)=[O:16])=[CH:10][CH:9]=2)=[CH:4][CH:3]=1.C(N1C=CN=C1)(N1C=CN=C1)=O.N1C=CN=C1.[H-].[Na+].[NH2:54][C:55]1[S:56][S:57][C:58](=[S:60])[N:59]=1.O.[Cl-].[NH4+].